This data is from Reaction yield outcomes from USPTO patents with 853,638 reactions. The task is: Predict the reaction yield, written as a fraction of the theoretical maximum amount of product (1.0 means a 100% yield; for example, 0.34 means a 34% yield). (1) The reactants are [CH:1]([O:14][C:15]([C:17]1([O:20]/[N:21]=[C:22](/[C:26]2[N:27]=[C:28]([NH:31][C:32]([O:34][C:35]([CH3:38])([CH3:37])[CH3:36])=[O:33])[S:29][CH:30]=2)\[C:23](O)=[O:24])[CH2:19][CH2:18]1)=[O:16])([C:8]1[CH:13]=[CH:12][CH:11]=[CH:10][CH:9]=1)[C:2]1[CH:7]=[CH:6][CH:5]=[CH:4][CH:3]=1.CCN(C(C)C)C(C)C.CN(C(ON1N=NC2C=CC=NC1=2)=[N+](C)C)C.F[P-](F)(F)(F)(F)F.[NH2:72][C@H:73]1[C@@H:76]([CH2:77][N:78]2[N:82]=[C:81]([CH2:83][OH:84])[CH:80]=[N:79]2)[NH:75][C:74]1=[O:85]. The catalyst is C(Cl)Cl.CN(C=O)C. The product is [C:35]([O:34][C:32]([NH:31][C:28]1[S:29][CH:30]=[C:26](/[C:22](=[N:21]/[O:20][C:17]2([C:15]([O:14][CH:1]([C:2]3[CH:3]=[CH:4][CH:5]=[CH:6][CH:7]=3)[C:8]3[CH:9]=[CH:10][CH:11]=[CH:12][CH:13]=3)=[O:16])[CH2:18][CH2:19]2)/[C:23]([NH:72][C@@H:73]2[C:74](=[O:85])[NH:75][C@@H:76]2[CH2:77][N:78]2[N:82]=[C:81]([CH2:83][OH:84])[CH:80]=[N:79]2)=[O:24])[N:27]=1)=[O:33])([CH3:37])([CH3:36])[CH3:38]. The yield is 0.860. (2) The reactants are I.[NH2:2][CH:3]([S:10][CH3:11])/[N:4]=[C:5](/N(C)C)\[CH3:6].Cl[C:13](=[O:20])[CH2:14][C:15]([O:17][CH2:18][CH3:19])=[O:16].C(N(CC)CC)C. The catalyst is ClCCl. The product is [CH3:6][C:5]1[N:4]=[C:3]([S:10][CH3:11])[NH:2][C:13](=[O:20])[C:14]=1[C:15]([O:17][CH2:18][CH3:19])=[O:16]. The yield is 0.620. (3) The reactants are P(Cl)(Cl)(Cl)=O.[CH3:6][N:7]([CH3:21])[CH2:8][CH2:9][N:10]1[CH2:15][CH2:14][C:13]2[NH:16][CH:17]=[C:18]([CH3:19])[C:12]=2[C:11]1=[O:20].O.[OH-].[Na+].CN(C)[CH:27]=[O:28]. No catalyst specified. The product is [CH3:21][N:7]([CH3:6])[CH2:8][CH2:9][N:10]1[CH2:15][CH2:14][C:13]2[NH:16][C:17]([CH:27]=[O:28])=[C:18]([CH3:19])[C:12]=2[C:11]1=[O:20]. The yield is 0.380.